The task is: Regression. Given two drug SMILES strings and cell line genomic features, predict the synergy score measuring deviation from expected non-interaction effect.. This data is from NCI-60 drug combinations with 297,098 pairs across 59 cell lines. (1) Drug 1: C1=NC(=NC(=O)N1C2C(C(C(O2)CO)O)O)N. Drug 2: C1CCC(C(C1)N)N.C(=O)(C(=O)[O-])[O-].[Pt+4]. Cell line: MDA-MB-231. Synergy scores: CSS=41.5, Synergy_ZIP=-12.2, Synergy_Bliss=-2.14, Synergy_Loewe=-3.97, Synergy_HSA=3.27. (2) Drug 1: C1CCC(C1)C(CC#N)N2C=C(C=N2)C3=C4C=CNC4=NC=N3. Drug 2: C1=C(C(=O)NC(=O)N1)N(CCCl)CCCl. Cell line: K-562. Synergy scores: CSS=50.6, Synergy_ZIP=15.1, Synergy_Bliss=16.0, Synergy_Loewe=14.1, Synergy_HSA=15.6. (3) Drug 1: CC1=C2C(C(=O)C3(C(CC4C(C3C(C(C2(C)C)(CC1OC(=O)C(C(C5=CC=CC=C5)NC(=O)OC(C)(C)C)O)O)OC(=O)C6=CC=CC=C6)(CO4)OC(=O)C)OC)C)OC. Drug 2: CCC1(CC2CC(C3=C(CCN(C2)C1)C4=CC=CC=C4N3)(C5=C(C=C6C(=C5)C78CCN9C7C(C=CC9)(C(C(C8N6C=O)(C(=O)OC)O)OC(=O)C)CC)OC)C(=O)OC)O.OS(=O)(=O)O. Cell line: SNB-75. Synergy scores: CSS=32.7, Synergy_ZIP=-4.51, Synergy_Bliss=-0.960, Synergy_Loewe=-12.9, Synergy_HSA=0.807. (4) Drug 1: COC1=C(C=C2C(=C1)N=CN=C2NC3=CC(=C(C=C3)F)Cl)OCCCN4CCOCC4. Drug 2: C1=CN(C=N1)CC(O)(P(=O)(O)O)P(=O)(O)O. Cell line: HS 578T. Synergy scores: CSS=23.1, Synergy_ZIP=-4.43, Synergy_Bliss=-7.49, Synergy_Loewe=-5.44, Synergy_HSA=-5.34. (5) Drug 1: CC(C)CN1C=NC2=C1C3=CC=CC=C3N=C2N. Drug 2: C1C(C(OC1N2C=NC(=NC2=O)N)CO)O. Cell line: OVCAR-4. Synergy scores: CSS=21.4, Synergy_ZIP=0.769, Synergy_Bliss=3.06, Synergy_Loewe=-7.67, Synergy_HSA=-2.21.